This data is from Forward reaction prediction with 1.9M reactions from USPTO patents (1976-2016). The task is: Predict the product of the given reaction. Given the reactants [CH3:1][O:2][C:3]1[C:12]2[C:7](=[C:8]([CH3:13])[CH:9]=[CH:10][CH:11]=2)[C:6]([C:14]([OH:16])=O)=[CH:5][CH:4]=1.[CH:17]12[CH2:23][CH:20]([NH:21][CH2:22]1)[CH2:19][O:18]2, predict the reaction product. The product is: [CH:17]12[CH2:23][CH:20]([N:21]([C:14]([C:6]3[C:7]4[C:12](=[CH:11][CH:10]=[CH:9][C:8]=4[CH3:13])[C:3]([O:2][CH3:1])=[CH:4][CH:5]=3)=[O:16])[CH2:22]1)[CH2:19][O:18]2.